This data is from Peptide-MHC class II binding affinity with 134,281 pairs from IEDB. The task is: Regression. Given a peptide amino acid sequence and an MHC pseudo amino acid sequence, predict their binding affinity value. This is MHC class II binding data. (1) The binding affinity (normalized) is 0.349. The MHC is DRB1_1101 with pseudo-sequence DRB1_1101. The peptide sequence is SRGNRAFIAINLQKN. (2) The peptide sequence is PWNVVRIKIVQMLSD. The MHC is DRB1_1501 with pseudo-sequence DRB1_1501. The binding affinity (normalized) is 0.640. (3) The peptide sequence is VTMNDVKIEYSGTNN. The MHC is HLA-DQA10501-DQB10301 with pseudo-sequence HLA-DQA10501-DQB10301. The binding affinity (normalized) is 0.367. (4) The MHC is HLA-DQA10301-DQB10302 with pseudo-sequence HLA-DQA10301-DQB10302. The peptide sequence is TGGNSPVQEFTVPRT. The binding affinity (normalized) is 0.261. (5) The peptide sequence is AQIYQAVSAQAAAIH. The MHC is DRB1_0301 with pseudo-sequence DRB1_0301. The binding affinity (normalized) is 0.321. (6) The peptide sequence is AAATAKTTVYGAFAA. The MHC is HLA-DPA10103-DPB10601 with pseudo-sequence HLA-DPA10103-DPB10601. The binding affinity (normalized) is 0.0944. (7) The peptide sequence is TEDDFKNIAAAGLNHV. The MHC is DRB1_1501 with pseudo-sequence DRB1_1501. The binding affinity (normalized) is 0.173. (8) The peptide sequence is VLRTKLMTSRRVLER. The MHC is DRB1_1501 with pseudo-sequence DRB1_1501. The binding affinity (normalized) is 0.417. (9) The peptide sequence is DFDGRSEFAYGSFVR. The MHC is DRB3_0202 with pseudo-sequence DRB3_0202. The binding affinity (normalized) is 0.103. (10) The binding affinity (normalized) is 0.119. The MHC is DRB1_0405 with pseudo-sequence DRB1_0405. The peptide sequence is ASPWSWPDLDLKPGA.